Dataset: Retrosynthesis with 50K atom-mapped reactions and 10 reaction types from USPTO. Task: Predict the reactants needed to synthesize the given product. (1) The reactants are: Nc1c2c(nn1-c1ccccc1)CCCC2.O=C1CCCCC1. Given the product c1ccc(-n2nc3c(c2NC2CCCCC2)CCCC3)cc1, predict the reactants needed to synthesize it. (2) Given the product COC(OC)[C@@]1(C)Oc2ccc([N+](=O)[O-])cc2[C@H](n2c(=NC#N)n(C)c3ccccc32)[C@H]1O, predict the reactants needed to synthesize it. The reactants are: CI.COC(OC)[C@@]1(C)Oc2ccc([N+](=O)[O-])cc2[C@H](n2c(=NC#N)[nH]c3ccccc32)[C@H]1O. (3) Given the product O=C1COc2c(F)cc(C(=O)CCl)cc2N1, predict the reactants needed to synthesize it. The reactants are: O=C(Cl)CCl.O=C1COc2c(F)cccc2N1. (4) Given the product CC(C)C[C@@H](NC(=O)OC(C)(C)C)C(=O)NC1Cc2cccc(N3CCCC3=O)c2N(Cc2ccsc2)C1=O, predict the reactants needed to synthesize it. The reactants are: CC(C)C[C@@H](NC(=O)OC(C)(C)C)C(=O)O.NC1Cc2cccc(N3CCCC3=O)c2N(Cc2ccsc2)C1=O. (5) Given the product COC(=O)c1ccc(Cc2c[nH]c3ccc(NC(=O)OC4CCCC4)cc23)c(OC)c1, predict the reactants needed to synthesize it. The reactants are: COC(=O)c1ccc(Cc2c[nH]c3ccc(N)cc23)c(OC)c1.O=C(Cl)OC1CCCC1. (6) The reactants are: CCCCC(CC(=O)OCC)c1sc2cc(OC)ccc2c1C. Given the product CCCCC(CC(=O)O)c1sc2cc(OC)ccc2c1C, predict the reactants needed to synthesize it. (7) Given the product COCCCNC(=O)c1ccc(Cn2c(=O)c3ccccc3n(Cc3ccc(Br)cc3)c2=O)cc1, predict the reactants needed to synthesize it. The reactants are: BrCc1ccc(Br)cc1.COCCCNC(=O)c1ccc(Cn2c(=O)[nH]c3ccccc3c2=O)cc1.